Task: Regression/Classification. Given a drug SMILES string, predict its absorption, distribution, metabolism, or excretion properties. Task type varies by dataset: regression for continuous measurements (e.g., permeability, clearance, half-life) or binary classification for categorical outcomes (e.g., BBB penetration, CYP inhibition). Dataset: b3db_classification.. Dataset: Blood-brain barrier permeability classification from the B3DB database (1) The drug is CCCCCCCN(CC)CCC[C@@H](O)c1ccc(NS(C)(=O)=O)cc1. The result is 1 (penetrates BBB). (2) The drug is CO[C@H]1C=CO[C@@]2(C)Oc3c(C)c(O)c4c(O)c(c5c(nc6cc(C)ccn65)c4c3C2=O)NC(=O)C(C)=CC=C[C@H](C)[C@H](O)[C@@H](C)[C@@H](O)[C@@H](C)[C@H](OC(C)=O)[C@@H]1C. The result is 0 (does not penetrate BBB). (3) The drug is COc1ccc2cc([C@H](C)C(=O)O)ccc2c1. The result is 1 (penetrates BBB). (4) The drug is C/C(=C\C(N)C(=O)O)CP(=O)(O)O. The result is 1 (penetrates BBB). (5) The result is 0 (does not penetrate BBB). The drug is COC1(NC(=O)C(C(=O)O)c2ccc(O)cc2)C(=O)N2C(C(=O)O)=C(CSc3nnnn3C)COC21. (6) The molecule is CN1C[C@@H](CC#N)CC2c3cccc4[nH]cc(c34)C[C@H]21. The result is 1 (penetrates BBB).